Dataset: TCR-epitope binding with 47,182 pairs between 192 epitopes and 23,139 TCRs. Task: Binary Classification. Given a T-cell receptor sequence (or CDR3 region) and an epitope sequence, predict whether binding occurs between them. (1) The epitope is NYSGVVTTVMF. The TCR CDR3 sequence is CASSLRSTGELFF. Result: 0 (the TCR does not bind to the epitope). (2) The epitope is VVYRGTTTY. The TCR CDR3 sequence is CASPATEYNEQFF. Result: 0 (the TCR does not bind to the epitope). (3) The epitope is HPVGEADYFEY. The TCR CDR3 sequence is CASSLGHGEQYF. Result: 0 (the TCR does not bind to the epitope). (4) The TCR CDR3 sequence is CASSQDLGNQPQHF. The epitope is YYRRATRRIR. Result: 1 (the TCR binds to the epitope).